Dataset: Full USPTO retrosynthesis dataset with 1.9M reactions from patents (1976-2016). Task: Predict the reactants needed to synthesize the given product. (1) Given the product [C:1]1([S:7]([C:10]2[CH:11]=[C:12]3[C:17](=[CH:18][CH:19]=2)[C:16]([C:25]#[N:26])=[CH:15][CH2:14][CH2:13]3)(=[O:9])=[O:8])[CH:6]=[CH:5][CH:4]=[CH:3][CH:2]=1, predict the reactants needed to synthesize it. The reactants are: [C:1]1([S:7]([C:10]2[CH:11]=[C:12]3[C:17](=[CH:18][CH:19]=2)[C:16](=O)[CH2:15][CH2:14][CH2:13]3)(=[O:9])=[O:8])[CH:6]=[CH:5][CH:4]=[CH:3][CH:2]=1.C[Si]([C:25]#[N:26])(C)C. (2) Given the product [CH3:15][N:12]1[CH2:11][CH2:10][N:9]([C:8]2[C:3]3[N:4]([CH:20]=[N:2][N:1]=3)[C:5]3[CH:19]=[CH:18][CH:17]=[N:16][C:6]=3[N:7]=2)[CH2:14][CH2:13]1, predict the reactants needed to synthesize it. The reactants are: [NH:1]([C:3]1[N:4]=[C:5]2[CH:19]=[CH:18][CH:17]=[N:16][C:6]2=[N:7][C:8]=1[N:9]1[CH2:14][CH2:13][N:12]([CH3:15])[CH2:11][CH2:10]1)[NH2:2].[CH:20](OC)(OC)OC. (3) Given the product [OH:27][C:14]1[CH:13]=[CH:12][C:11]([CH2:10][C@H:9]([NH:8][CH2:39][C@H:38]([OH:37])[CH2:40][O:41][C:42]2[CH:50]=[CH:49][CH:48]=[C:47]3[C:43]=2[CH:44]=[CH:45][NH:46]3)[CH2:35][OH:36])=[CH:16][C:15]=1[NH:17][S:18]([C:21]1[CH:26]=[CH:25][CH:24]=[CH:23][CH:22]=1)(=[O:20])=[O:19], predict the reactants needed to synthesize it. The reactants are: C([NH:8][C@H:9]([CH2:35][OH:36])[CH2:10][C:11]1[CH:12]=[CH:13][C:14]([O:27]CC2C=CC=CC=2)=[C:15]([NH:17][S:18]([C:21]2[CH:26]=[CH:25][CH:24]=[CH:23][CH:22]=2)(=[O:20])=[O:19])[CH:16]=1)C1C=CC=CC=1.[O:37]1[CH2:39][C@H:38]1[CH2:40][O:41][C:42]1[CH:50]=[CH:49][CH:48]=[C:47]2[C:43]=1[CH:44]=[CH:45][NH:46]2. (4) Given the product [C:41]([O:40][C:38](=[O:39])[N:37]=[C:16]1[N:15]([CH2:14][C:13]2[CH:45]=[CH:46][CH:47]=[C:11]([Br:10])[CH:12]=2)[C:19]2[CH:20]=[CH:21][CH:22]=[CH:23][C:18]=2[N:17]1[CH2:24][CH2:25][CH2:26][O:27][C:28]1[CH:36]=[CH:35][CH:34]=[C:30]([C:31]([NH:5][S:2]([CH3:1])(=[O:4])=[O:3])=[O:32])[CH:29]=1)([CH3:44])([CH3:42])[CH3:43], predict the reactants needed to synthesize it. The reactants are: [CH3:1][S:2]([NH2:5])(=[O:4])=[O:3].C(Cl)CCl.[Br:10][C:11]1[CH:12]=[C:13]([CH:45]=[CH:46][CH:47]=1)[CH2:14][N:15]1[C:19]2[CH:20]=[CH:21][CH:22]=[CH:23][C:18]=2[N:17]([CH2:24][CH2:25][CH2:26][O:27][C:28]2[CH:29]=[C:30]([CH:34]=[CH:35][CH:36]=2)[C:31](O)=[O:32])[C:16]1=[N:37][C:38]([O:40][C:41]([CH3:44])([CH3:43])[CH3:42])=[O:39].